Dataset: Forward reaction prediction with 1.9M reactions from USPTO patents (1976-2016). Task: Predict the product of the given reaction. (1) Given the reactants Cl[C:2]1[CH:3]=[CH:4][N:5]2[C:10]([C:11]=1[CH3:12])=[C:9]([CH:13]1[CH2:15][CH2:14]1)[CH:8]=[C:7]([C:16]([O:18][CH3:19])=[O:17])[C:6]2=[O:20].CC1(C)C(C)(C)OB([C:29]2[CH:34]=[CH:33][C:32]([NH:35][S:36]([CH3:39])(=[O:38])=[O:37])=[CH:31][CH:30]=2)O1, predict the reaction product. The product is: [CH3:39][S:36]([NH:35][C:32]1[CH:31]=[CH:30][C:29]([C:2]2[CH:3]=[CH:4][N:5]3[C:10]([C:11]=2[CH3:12])=[C:9]([CH:13]2[CH2:15][CH2:14]2)[CH:8]=[C:7]([C:16]([O:18][CH3:19])=[O:17])[C:6]3=[O:20])=[CH:34][CH:33]=1)(=[O:38])=[O:37]. (2) Given the reactants [CH3:1][C:2]1([CH3:10])[O:6][CH:5]([CH2:7][CH2:8][OH:9])[CH2:4][O:3]1.[CH:11]1[C:20]2[C:15](=[CH:16][CH:17]=[CH:18][CH:19]=2)[CH:14]=[CH:13][C:12]=1[S:21](Cl)(=[O:23])=[O:22], predict the reaction product. The product is: [CH3:1][C:2]1([CH3:10])[O:6][CH:5]([CH2:7][CH2:8][O:9][S:21]([C:12]2[CH:13]=[CH:14][C:15]3[C:20](=[CH:19][CH:18]=[CH:17][CH:16]=3)[CH:11]=2)(=[O:23])=[O:22])[CH2:4][O:3]1. (3) Given the reactants [O:1]1[C:5]2[CH:6]=[CH:7][CH:8]=[CH:9][C:4]=2[CH:3]=[C:2]1[C:10]([OH:12])=O.CN(C(ON1N=NC2C=CC=CC1=2)=[N+](C)C)C.F[P-](F)(F)(F)(F)F.CCN(C(C)C)C(C)C.[NH2:46][CH2:47][C:48]1[C:49]([CH3:63])=[CH:50][C:51]([NH:55][C:56](=[O:62])[O:57][C:58]([CH3:61])([CH3:60])[CH3:59])=[N:52][C:53]=1[CH3:54], predict the reaction product. The product is: [O:1]1[C:5]2[CH:6]=[CH:7][CH:8]=[CH:9][C:4]=2[CH:3]=[C:2]1[C:10]([NH:46][CH2:47][C:48]1[C:49]([CH3:63])=[CH:50][C:51]([NH:55][C:56](=[O:62])[O:57][C:58]([CH3:59])([CH3:60])[CH3:61])=[N:52][C:53]=1[CH3:54])=[O:12]. (4) Given the reactants [OH:1][C:2]1[C:11]2[C:6](=[CH:7][CH:8]=[CH:9][CH:10]=2)[C:5]([CH3:17])([CH2:12][CH2:13][CH:14]([CH3:16])[CH3:15])[C:4](=[O:18])[C:3]=1[C:19]1[NH:24][C:23]2[CH:25]=[CH:26][C:27]([NH:29][S:30]([CH3:33])(=[O:32])=[O:31])=[CH:28][C:22]=2[S:21](=[O:35])(=[O:34])[N:20]=1.[OH-].[Na+:37], predict the reaction product. The product is: [CH3:17][C:5]1([CH2:12][CH2:13][CH:14]([CH3:16])[CH3:15])[C:6]2[C:11](=[CH:10][CH:9]=[CH:8][CH:7]=2)[C:2]([O-:1])=[C:3]([C:19]2[NH:24][C:23]3[CH:25]=[CH:26][C:27]([NH:29][S:30]([CH3:33])(=[O:32])=[O:31])=[CH:28][C:22]=3[S:21](=[O:35])(=[O:34])[N:20]=2)[C:4]1=[O:18].[Na+:37]. (5) Given the reactants [CH3:1][O:2][C:3]1[CH:8]=[CH:7][C:6]([N:9]2[C:14](=O)[CH2:13][C:12]([CH3:17])([CH3:16])[CH2:11][C:10]2=[O:18])=[CH:5][CH:4]=1.[H-].[Al+3].[Li+].[H-].[H-].[H-], predict the reaction product. The product is: [CH3:1][O:2][C:3]1[CH:4]=[CH:5][C:6]([N:9]2[CH:14]=[CH:13][C:12]([CH3:16])([CH3:17])[CH2:11][C:10]2=[O:18])=[CH:7][CH:8]=1. (6) Given the reactants [CH2:1]=[C:2]1[S:6][C:5](=[NH:7])[N:4]([C:8]2[CH:21]=[CH:20][C:11]3[O:12][C:13]([F:19])([F:18])[C:14]([F:17])([F:16])[O:15][C:10]=3[CH:9]=2)[CH2:3]1.C([N:25]([CH:28](C)C)CC)(C)C.[C:31](C1NC=CN=1)(C1NC=CN=1)=[O:32].[C:43](#[N:45])[CH3:44], predict the reaction product. The product is: [CH2:1]=[C:2]1[S:6]/[C:5](=[N:7]\[C:31]([N:45]2[CH:43]=[CH:44][N:25]=[CH:28]2)=[O:32])/[N:4]([C:8]2[CH:21]=[CH:20][C:11]3[O:12][C:13]([F:19])([F:18])[C:14]([F:16])([F:17])[O:15][C:10]=3[CH:9]=2)[CH2:3]1. (7) Given the reactants C1C=CC2N(O)N=NC=2C=1.CCN(C(C)C)C(C)C.[O:20]=[C:21]([N:26]1[CH2:31][CH2:30][N:29]([C:32](=[O:43])[C:33]2[CH:38]=[CH:37][CH:36]=[CH:35][C:34]=2[C:39]([F:42])([F:41])[F:40])[CH2:28][CH2:27]1)[CH2:22][C:23]([OH:25])=O.CCN=C=NCCCN(C)C.Cl.[N:56]1([C:62]2[CH:67]=[CH:66][C:65]([NH2:68])=[CH:64][CH:63]=2)[CH2:61][CH2:60][CH2:59][CH2:58][CH2:57]1, predict the reaction product. The product is: [O:20]=[C:21]([N:26]1[CH2:27][CH2:28][N:29]([C:32](=[O:43])[C:33]2[CH:38]=[CH:37][CH:36]=[CH:35][C:34]=2[C:39]([F:42])([F:41])[F:40])[CH2:30][CH2:31]1)[CH2:22][C:23]([NH:68][C:65]1[CH:64]=[CH:63][C:62]([N:56]2[CH2:61][CH2:60][CH2:59][CH2:58][CH2:57]2)=[CH:67][CH:66]=1)=[O:25]. (8) Given the reactants Cl[C:2]1[CH:7]=[CH:6][C:5]([C:8]([F:11])([F:10])[F:9])=[CH:4][N:3]=1.[CH3:12][S:13]([NH2:16])(=[O:15])=[O:14].C(=O)([O-])[O-].[K+].[K+].Cl, predict the reaction product. The product is: [F:9][C:8]([F:11])([F:10])[C:5]1[CH:6]=[CH:7][C:2]([NH:16][S:13]([CH3:12])(=[O:15])=[O:14])=[N:3][CH:4]=1. (9) Given the reactants Cl[C:2]1[N:7]=[C:6]([NH:8][C:9]2[CH:14]=[CH:13][C:12]3[O:15][CH2:16][CH2:17][O:18][C:11]=3[CH:10]=2)[C:5]([F:19])=[CH:4][N:3]=1.[F:20][C:21]1[CH:27]=[CH:26][C:25]([CH3:28])=[CH:24][C:22]=1[NH2:23], predict the reaction product. The product is: [CH2:17]1[CH2:16][O:15][C:12]2[CH:13]=[CH:14][C:9]([NH:8][C:6]3[C:5]([F:19])=[CH:4][N:3]=[C:2]([NH:23][C:22]4[CH:24]=[C:25]([CH3:28])[CH:26]=[CH:27][C:21]=4[F:20])[N:7]=3)=[CH:10][C:11]=2[O:18]1. (10) Given the reactants [Cl:1][C:2]1[CH:7]=[C:6]([C:8]2[CH:13]=[CH:12][CH:11]=[C:10]([Cl:14])[CH:9]=2)[N:5]=[C:4]2[CH2:15][CH2:16][CH2:17][C:3]=12.[F:18][C:19]1[CH:25]=[CH:24][C:22]([NH2:23])=[CH:21][CH:20]=1.C(=O)(O)[O-].[Na+], predict the reaction product. The product is: [ClH:1].[Cl:14][C:10]1[CH:9]=[C:8]([C:6]2[N:5]=[C:4]3[CH2:15][CH2:16][CH2:17][C:3]3=[C:2]([NH:23][C:22]3[CH:24]=[CH:25][C:19]([F:18])=[CH:20][CH:21]=3)[CH:7]=2)[CH:13]=[CH:12][CH:11]=1.